Dataset: Reaction yield outcomes from USPTO patents with 853,638 reactions. Task: Predict the reaction yield, written as a fraction of the theoretical maximum amount of product (1.0 means a 100% yield; for example, 0.34 means a 34% yield). The reactants are [F:1][C:2]1[CH:3]=[C:4]2[C:9](=[CH:10][CH:11]=1)[CH:8]=[N:7][C:6]([NH:12][C:13](=[O:43])[O:14][CH2:15][C@@H:16]([N:29]([CH3:42])[C:30]([NH:32][CH2:33][C:34]1[CH:39]=[CH:38][CH:37]=[C:36]([F:40])[C:35]=1[Cl:41])=[O:31])[CH2:17][C:18]([CH3:28])([CH3:27])[CH2:19][O:20][P:21]([O:25]C)([O:23]C)=[O:22])=[CH:5]2.[Si](I)(C)(C)C. The catalyst is C(#N)C. The product is [F:1][C:2]1[CH:3]=[C:4]2[C:9](=[CH:10][CH:11]=1)[CH:8]=[N:7][C:6]([NH:12][C:13](=[O:43])[O:14][CH2:15][C@@H:16]([N:29]([CH3:42])[C:30]([NH:32][CH2:33][C:34]1[CH:39]=[CH:38][CH:37]=[C:36]([F:40])[C:35]=1[Cl:41])=[O:31])[CH2:17][C:18]([CH3:27])([CH3:28])[CH2:19][O:20][P:21]([OH:23])([OH:25])=[O:22])=[CH:5]2. The yield is 0.711.